This data is from Peptide-MHC class I binding affinity with 185,985 pairs from IEDB/IMGT. The task is: Regression. Given a peptide amino acid sequence and an MHC pseudo amino acid sequence, predict their binding affinity value. This is MHC class I binding data. (1) The peptide sequence is TTFDLTLRR. The MHC is HLA-B15:42 with pseudo-sequence HLA-B15:42. The binding affinity (normalized) is 0.213. (2) The peptide sequence is NFEALEATK. The MHC is HLA-A11:01 with pseudo-sequence HLA-A11:01. The binding affinity (normalized) is 0.590. (3) The peptide sequence is PSDFFYLLF. The MHC is HLA-B08:01 with pseudo-sequence HLA-B08:01. The binding affinity (normalized) is 0.0847. (4) The peptide sequence is EVIEQWHSL. The MHC is HLA-A01:01 with pseudo-sequence HLA-A01:01. The binding affinity (normalized) is 0.0847. (5) The peptide sequence is RQAELSKAY. The MHC is HLA-A68:02 with pseudo-sequence HLA-A68:02. The binding affinity (normalized) is 0.0847. (6) The peptide sequence is RFLEDYFGV. The MHC is HLA-A01:01 with pseudo-sequence HLA-A01:01. The binding affinity (normalized) is 0.0847. (7) The binding affinity (normalized) is 0. The MHC is HLA-B58:01 with pseudo-sequence HLA-B58:01. The peptide sequence is PLRPMTYK. (8) The peptide sequence is IYTDEVYDY. The MHC is HLA-B15:09 with pseudo-sequence HLA-B15:09. The binding affinity (normalized) is 0.0847.